Dataset: Forward reaction prediction with 1.9M reactions from USPTO patents (1976-2016). Task: Predict the product of the given reaction. (1) Given the reactants [CH3:1][O:2][C:3]([C@@:5]1([Cl:29])[C@H:7]([C:8]2[CH:13]=[CH:12][C:11](B3OC(C)(C)C(C)(C)O3)=[CH:10][CH:9]=2)[C@H:6]1[C:23]1[CH:28]=[CH:27][CH:26]=[CH:25][CH:24]=1)=[O:4].[Br-].[CH3:31][C:32]1[CH:33]=[N:34][CH:35]=[N:36][CH:37]=1.[F-].[Cs+], predict the reaction product. The product is: [CH3:1][O:2][C:3]([C@:5]1([Cl:29])[C@H:6]([C:23]2[CH:24]=[CH:25][CH:26]=[CH:27][CH:28]=2)[C@H:7]1[C:8]1[CH:13]=[CH:12][C:11]([C:35]2[N:36]=[CH:37][C:32]([CH3:31])=[CH:33][N:34]=2)=[CH:10][CH:9]=1)=[O:4]. (2) Given the reactants [C:1]([C:5]1[C:6]([OH:16])=[C:7]([S:12]([NH2:15])(=[O:14])=[O:13])[CH:8]=[C:9]([CH3:11])[CH:10]=1)([CH3:4])([CH3:3])[CH3:2].[Cl:17][C:18]1[CH:19]=[C:20]([CH:23]=[CH:24][C:25]=1F)[C:21]#[N:22], predict the reaction product. The product is: [C:1]([C:5]1[C:6]([OH:16])=[C:7]([S:12]([NH:15][C:25]2[CH:24]=[CH:23][C:20]([C:21]#[N:22])=[CH:19][C:18]=2[Cl:17])(=[O:14])=[O:13])[CH:8]=[C:9]([CH3:11])[CH:10]=1)([CH3:4])([CH3:2])[CH3:3]. (3) Given the reactants [Cl:1][C:2]1[CH:7]=[CH:6][C:5]([CH2:8][C:9]([OH:11])=O)=[CH:4][C:3]=1[C:12]([F:15])([F:14])[F:13].[NH2:16][C:17]1[CH:26]=[CH:25][CH:24]=[C:23]2[C:18]=1[CH:19]=[CH:20][N:21]([CH2:28][C:29]1[CH:30]=[N:31][C:32]([C:35]([F:38])([F:37])[F:36])=[CH:33][CH:34]=1)[C:22]2=[O:27].C(N(CC)C(C)C)(C)C.CO, predict the reaction product. The product is: [Cl:1][C:2]1[CH:7]=[CH:6][C:5]([CH2:8][C:9]([NH:16][C:17]2[CH:26]=[CH:25][CH:24]=[C:23]3[C:18]=2[CH:19]=[CH:20][N:21]([CH2:28][C:29]2[CH:30]=[N:31][C:32]([C:35]([F:38])([F:37])[F:36])=[CH:33][CH:34]=2)[C:22]3=[O:27])=[O:11])=[CH:4][C:3]=1[C:12]([F:15])([F:14])[F:13]. (4) Given the reactants [N+:1]([C:4]1[CH:5]=[C:6]2[C:11](=[CH:12][CH:13]=1)[N:10]=[CH:9][N:8]=[C:7]2O)([O-:3])=[O:2].O=P(Cl)(Cl)[Cl:17], predict the reaction product. The product is: [Cl:17][C:7]1[C:6]2[C:11](=[CH:12][CH:13]=[C:4]([N+:1]([O-:3])=[O:2])[CH:5]=2)[N:10]=[CH:9][N:8]=1. (5) The product is: [Cl:1][C:2]1[CH:3]=[CH:4][C:5]([C:6]([N:8]2[CH2:14][C:13]3[CH:15]=[CH:16][C:17]([CH2:19][CH2:20][C:21]([O:23][CH2:41][CH3:42])=[O:22])=[CH:18][C:12]=3[N:11]([CH2:24][C:25]3[CH:30]=[CH:29][C:28]([C:31]([N:33]4[CH2:37][CH:36]=[CH:35][CH2:34]4)=[O:32])=[CH:27][CH:26]=3)[C:10](=[O:38])[CH2:9]2)=[O:7])=[CH:39][CH:40]=1. Given the reactants [Cl:1][C:2]1[CH:40]=[CH:39][C:5]([C:6]([N:8]2[CH2:14][C:13]3[CH:15]=[CH:16][C:17]([CH2:19][CH2:20][C:21]([OH:23])=[O:22])=[CH:18][C:12]=3[N:11]([CH2:24][C:25]3[CH:30]=[CH:29][C:28]([C:31]([N:33]4[CH2:37][CH:36]=[CH:35][CH2:34]4)=[O:32])=[CH:27][CH:26]=3)[C:10](=[O:38])[CH2:9]2)=[O:7])=[CH:4][CH:3]=1.[CH2:41](N(CC)CC)[CH3:42], predict the reaction product. (6) Given the reactants C(OC([C:6]1[C:7]([C:15]2[CH:20]=[CH:19][CH:18]=[C:17]([Cl:21])[CH:16]=2)=[N:8][C:9]([S:13][CH3:14])=[N:10][C:11]=1[CH3:12])=O)C.[OH2:22].[OH-].[Li+], predict the reaction product. The product is: [Cl:21][C:17]1[CH:16]=[C:15]([C:7]2[C:6]([NH:10][C:11](=[O:22])[CH2:6][CH2:7][C:15]3[CH:20]=[CH:19][CH:18]=[CH:17][CH:16]=3)=[C:11]([CH3:12])[N:10]=[C:9]([S:13][CH3:14])[N:8]=2)[CH:20]=[CH:19][CH:18]=1. (7) Given the reactants CCN(C(C)C)C(C)C.[C:10]1([C:23]2[CH:28]=[CH:27][CH:26]=[CH:25][CH:24]=2)[CH:15]=[CH:14][C:13]([C:16]([NH:18][CH2:19][C:20]([OH:22])=O)=[O:17])=[CH:12][CH:11]=1.C1C=CC2N(O)N=NC=2C=1.CCN=C=NCCCN(C)C.FC(F)(F)C(O)=O.NCC([N:61]1[CH2:66][CH2:65][N:64]([C:67](=[O:77])[C:68]2[CH:73]=[C:72]([O:74][CH3:75])[CH:71]=[CH:70][C:69]=2[Br:76])[CH:63]([CH3:78])[CH2:62]1)=O, predict the reaction product. The product is: [Br:76][C:69]1[CH:70]=[CH:71][C:72]([O:74][CH3:75])=[CH:73][C:68]=1[C:67]([N:64]1[CH2:65][CH2:66][N:61]([C:20](=[O:22])[CH2:19][NH:18][C:16]([C:13]2[CH:12]=[CH:11][C:10]([C:23]3[CH:28]=[CH:27][CH:26]=[CH:25][CH:24]=3)=[CH:15][CH:14]=2)=[O:17])[CH2:62][CH:63]1[CH3:78])=[O:77]. (8) Given the reactants C(OC([N:8]1[CH2:12][C@@H:11]([CH2:13][NH:14][CH2:15][C:16]([CH3:18])=[CH2:17])[C@H:10]([CH2:19][C:20]2[CH:25]=[CH:24][CH:23]=[CH:22][CH:21]=2)[CH2:9]1)=O)(C)(C)C.[O:26]=[C:27]1[CH2:36][CH:35]([C:37](O)=[O:38])[C:34]2[C:29](=[CH:30][CH:31]=[CH:32][CH:33]=2)[NH:28]1, predict the reaction product. The product is: [CH2:19]([C@@H:10]1[CH2:9][NH:8][CH2:12][C@H:11]1[CH2:13][N:14]([CH2:15][C:16]([CH3:18])=[CH2:17])[C:37]([CH:35]1[C:34]2[C:29](=[CH:30][CH:31]=[CH:32][CH:33]=2)[NH:28][C:27](=[O:26])[CH2:36]1)=[O:38])[C:20]1[CH:21]=[CH:22][CH:23]=[CH:24][CH:25]=1.